Dataset: Forward reaction prediction with 1.9M reactions from USPTO patents (1976-2016). Task: Predict the product of the given reaction. (1) Given the reactants [OH-].[Na+].[CH:3]1([C:6]2[C:32]([CH:33]3[CH2:35][CH2:34]3)=[CH:31][C:9]([CH2:10][N:11]3[CH2:14][C:13]4([CH2:18][C:17]([N:19]5[CH2:24][CH2:23][C:22]([CH3:30])([C:25]([O:27]CC)=[O:26])[CH2:21][CH2:20]5)=[N:16][O:15]4)[CH2:12]3)=[C:8]([O:36][CH:37]([CH3:39])[CH3:38])[C:7]=2[F:40])[CH2:5][CH2:4]1, predict the reaction product. The product is: [CH:3]1([C:6]2[C:32]([CH:33]3[CH2:34][CH2:35]3)=[CH:31][C:9]([CH2:10][N:11]3[CH2:12][C:13]4([CH2:18][C:17]([N:19]5[CH2:24][CH2:23][C:22]([CH3:30])([C:25]([OH:27])=[O:26])[CH2:21][CH2:20]5)=[N:16][O:15]4)[CH2:14]3)=[C:8]([O:36][CH:37]([CH3:38])[CH3:39])[C:7]=2[F:40])[CH2:5][CH2:4]1. (2) Given the reactants [NH2:1][CH2:2][C:3]1[CH:4]=[C:5]([S:9]([NH:12][CH2:13][CH2:14][NH:15][C:16](=[O:22])[O:17][C:18]([CH3:21])([CH3:20])[CH3:19])(=[O:11])=[O:10])[CH:6]=[CH:7][CH:8]=1.[C:23]1([C:29]2[N:34]=[CH:33][C:32]([C:35](O)=[O:36])=[CH:31][N:30]=2)[CH:28]=[CH:27][CH:26]=[CH:25][CH:24]=1.C1C=CC2N(O)N=NC=2C=1.CN1CCOCC1.Cl.CN(CCCN=C=NCC)C, predict the reaction product. The product is: [C:23]1([C:29]2[N:34]=[CH:33][C:32]([C:35]([NH:1][CH2:2][C:3]3[CH:4]=[C:5]([S:9]([NH:12][CH2:13][CH2:14][NH:15][C:16](=[O:22])[O:17][C:18]([CH3:19])([CH3:21])[CH3:20])(=[O:10])=[O:11])[CH:6]=[CH:7][CH:8]=3)=[O:36])=[CH:31][N:30]=2)[CH:24]=[CH:25][CH:26]=[CH:27][CH:28]=1. (3) The product is: [C:1]([S:8][CH2:21][C:22]1[S:26][N:25]=[N:24][C:23]=1[CH3:27])(=[O:9])[C:2]1[CH:7]=[CH:6][CH:5]=[CH:4][CH:3]=1. Given the reactants [C:1]([OH:9])(=[S:8])[C:2]1[CH:7]=[CH:6][CH:5]=[CH:4][CH:3]=1.CC(C)([O-])C.[K+].CS(O[CH2:21][C:22]1[S:26][N:25]=[N:24][C:23]=1[CH3:27])(=O)=O.C(=O)([O-])O.[Na+], predict the reaction product.